This data is from Full USPTO retrosynthesis dataset with 1.9M reactions from patents (1976-2016). The task is: Predict the reactants needed to synthesize the given product. (1) Given the product [OH:17]/[N:16]=[CH:1]/[C:3]1[CH:8]=[CH:7][C:6]([P:9]([CH3:14])(=[O:13])[O:10][CH2:11][CH3:12])=[CH:5][CH:4]=1, predict the reactants needed to synthesize it. The reactants are: [CH:1]([C:3]1[CH:8]=[CH:7][C:6]([P:9]([CH3:14])(=[O:13])[O:10][CH2:11][CH3:12])=[CH:5][CH:4]=1)=O.Cl.[NH2:16][OH:17].C([O-])(O)=O.[Na+]. (2) Given the product [CH:1]([C:4]1[CH:21]=[C:20]([B:22]2[O:26][C:25]([CH3:28])([CH3:27])[C:24]([CH3:30])([CH3:29])[O:23]2)[CH:19]=[CH:18][C:5]=1[O:6][CH2:7][C:8]([OH:10])=[O:9])([CH3:3])[CH3:2], predict the reactants needed to synthesize it. The reactants are: [CH:1]([C:4]1[CH:21]=[C:20]([B:22]2[O:26][C:25]([CH3:28])([CH3:27])[C:24]([CH3:30])([CH3:29])[O:23]2)[CH:19]=[CH:18][C:5]=1[O:6][CH2:7][C:8]([O:10]CC1C=CC=CC=1)=[O:9])([CH3:3])[CH3:2]. (3) Given the product [CH:1]1([N:6]2[CH2:12][C:11]([F:13])([F:14])[C:10](=[O:15])[N:9]([CH3:16])[C:8]3[CH:17]=[N:18][C:19]([NH:21][C:22]4[CH:30]=[CH:29][C:25]([C:26]([NH:74][CH:72]([C:66]5[CH:71]=[CH:70][CH:69]=[CH:68][CH:67]=5)[CH3:73])=[O:28])=[CH:24][C:23]=4[O:31][CH3:32])=[N:20][C:7]2=3)[CH2:2][CH2:3][CH2:4][CH2:5]1, predict the reactants needed to synthesize it. The reactants are: [CH:1]1([N:6]2[CH2:12][C:11]([F:14])([F:13])[C:10](=[O:15])[N:9]([CH3:16])[C:8]3[CH:17]=[N:18][C:19]([NH:21][C:22]4[CH:30]=[CH:29][C:25]([C:26]([OH:28])=O)=[CH:24][C:23]=4[O:31][CH3:32])=[N:20][C:7]2=3)[CH2:5][CH2:4][CH2:3][CH2:2]1.F[P-](F)(F)(F)(F)F.CN(C(N(C)C)=[N+]1C2C(=NC=CC=2)[N+]([O-])=N1)C.C(N(C(C)C)C(C)C)C.[C:66]1([CH:72]([NH2:74])[CH3:73])[CH:71]=[CH:70][CH:69]=[CH:68][CH:67]=1. (4) The reactants are: [CH3:1][C:2]1[S:3][C:4]2[CH:10]=[CH:9][C:8]([O:11][CH2:12][C@@H:13]([OH:16])[CH2:14]C)=[CH:7][C:5]=2[N:6]=1.[N:17]1(C(OC(C)(C)C)=O)[CH2:22][CH2:21][NH:20][CH2:19][CH2:18]1.FC(F)(F)C(O)=O.C(Cl)Cl. Given the product [CH3:1][C:2]1[S:3][C:4]2[CH:10]=[CH:9][C:8]([O:11][CH2:12][C@@H:13]([OH:16])[CH2:14][N:17]3[CH2:22][CH2:21][NH:20][CH2:19][CH2:18]3)=[CH:7][C:5]=2[N:6]=1, predict the reactants needed to synthesize it. (5) Given the product [NH2:23][C:20]1[CH:21]=[CH:22][C:17]([O:16][C:10]2[CH:11]=[CH:12][C:13]3[C:8](=[CH:7][C:6]([O:5][C:4]4[CH:27]=[CH:28][C:29]([NH2:30])=[C:2]([OH:1])[CH:3]=4)=[CH:15][CH:14]=3)[CH:9]=2)=[CH:18][C:19]=1[OH:26], predict the reactants needed to synthesize it. The reactants are: [OH:1][C:2]1[CH:3]=[C:4]([CH:27]=[CH:28][C:29]=1[N+:30]([O-])=O)[O:5][C:6]1[CH:15]=[CH:14][C:13]2[C:8](=[CH:9][C:10]([O:16][C:17]3[CH:22]=[CH:21][C:20]([N+:23]([O-])=O)=[C:19]([OH:26])[CH:18]=3)=[CH:11][CH:12]=2)[CH:7]=1.[K+].[Br-]. (6) Given the product [Cl:1][C:2]1[N:3]=[CH:4][CH:5]=[C:6]2[C:11]=1[N:10]=[CH:9][C:8]([O:12][CH2:13][C:14]1[O:17][CH:21]=[CH:20][N:19]=1)=[CH:7]2, predict the reactants needed to synthesize it. The reactants are: [Cl:1][C:2]1[N:3]=[CH:4][CH:5]=[C:6]2[C:11]=1[N:10]=[CH:9][C:8]([O:12][CH2:13][CH:14]1CC1)=[CH:7]2.[O:17]1[CH:21]=[CH:20][N:19]=C1CO.ClC1N=CC=C2C=1N=CC(O)=C2. (7) The reactants are: C(OC(=O)[NH:7][C@@H:8]1[CH2:12][CH2:11][N:10]([C:13]2[N:21]=[C:20]3[C:16]([N:17]=[CH:18][N:19]3[C@@H:22]3[CH2:26][C@H:25]([NH:27][C:28](=[O:39])[C@H:29]([O:31][CH2:32][C:33]4[CH:38]=[CH:37][CH:36]=[CH:35][CH:34]=4)[CH3:30])[C@@H:24]([OH:40])[C@H:23]3[OH:41])=[C:15]([NH:42][CH2:43][CH:44]([C:51]3[CH:56]=[CH:55][CH:54]=[CH:53][CH:52]=3)[C:45]3[CH:50]=[CH:49][CH:48]=[CH:47][CH:46]=3)[N:14]=2)[CH2:9]1)(C)(C)C.Cl. Given the product [NH2:7][C@@H:8]1[CH2:12][CH2:11][N:10]([C:13]2[N:21]=[C:20]3[C:16]([N:17]=[CH:18][N:19]3[C@@H:22]3[CH2:26][C@H:25]([NH:27][C:28](=[O:39])[C@H:29]([O:31][CH2:32][C:33]4[CH:38]=[CH:37][CH:36]=[CH:35][CH:34]=4)[CH3:30])[C@@H:24]([OH:40])[C@H:23]3[OH:41])=[C:15]([NH:42][CH2:43][CH:44]([C:45]3[CH:46]=[CH:47][CH:48]=[CH:49][CH:50]=3)[C:51]3[CH:56]=[CH:55][CH:54]=[CH:53][CH:52]=3)[N:14]=2)[CH2:9]1, predict the reactants needed to synthesize it. (8) Given the product [F:15][C:16]([F:25])([F:24])[C:17]1[S:21][CH:20]=[C:19]([CH:22]=[O:26])[CH:18]=1, predict the reactants needed to synthesize it. The reactants are: S1C=CC=C1.CC(C[AlH]CC(C)C)C.[F:15][C:16]([F:25])([F:24])[C:17]1[S:21][CH:20]=[C:19]([C:22]#N)[CH:18]=1.[OH:26]S(O)(=O)=O.